This data is from Full USPTO retrosynthesis dataset with 1.9M reactions from patents (1976-2016). The task is: Predict the reactants needed to synthesize the given product. (1) Given the product [NH3:7].[C:1](=[O:3])=[O:2].[C:1](=[O:2])([O-:4])[O-:3].[NH4+:12].[NH4+:16], predict the reactants needed to synthesize it. The reactants are: [C:1](=[O:4])([O-:3])[O-:2].[NH4+].[NH4+].[N+:7]([O-])([O-])=O.[La+3].[N+:12]([O-])([O-])=O.[N+:16]([O-])([O-])=O. (2) Given the product [CH3:7][O:6][C:4](=[O:5])[CH2:3][CH2:2][S:1][CH2:11][CH2:10][C:9]([F:13])([F:12])[F:8], predict the reactants needed to synthesize it. The reactants are: [SH:1][CH2:2][CH2:3][C:4]([O:6][CH3:7])=[O:5].[F:8][C:9]([F:13])([F:12])[CH:10]=[CH2:11]. (3) Given the product [CH2:1]([C:4]1[C:5]([Cl:14])=[N:6][CH:7]=[N:8][C:9]=1[CH3:10])[CH2:2][CH3:3], predict the reactants needed to synthesize it. The reactants are: [CH2:1]([C:4]1[C:5](=O)[NH:6][CH:7]=[N:8][C:9]=1[CH3:10])[CH2:2][CH3:3].O=P(Cl)(Cl)[Cl:14]. (4) Given the product [Cl:1][C:2]1[CH:19]=[CH:18][C:5]([CH2:6][N:7]2[C:11]3[CH:12]=[CH:13][C:14](/[CH:16]=[C:34]4/[C:35](=[O:36])[N:31]([OH:30])[C:32](=[O:37])[S:33]/4)=[CH:15][C:10]=3[N:9]=[N:8]2)=[C:4]([C:20]([F:23])([F:21])[F:22])[CH:3]=1, predict the reactants needed to synthesize it. The reactants are: [Cl:1][C:2]1[CH:19]=[CH:18][C:5]([CH2:6][N:7]2[C:11]3[CH:12]=[CH:13][C:14]([CH:16]=O)=[CH:15][C:10]=3[N:9]=[N:8]2)=[C:4]([C:20]([F:23])([F:22])[F:21])[CH:3]=1.O1CCCCC1[O:30][N:31]1[C:35](=[O:36])[CH2:34][S:33][C:32]1=[O:37]. (5) Given the product [F:39][C:36]1[CH:37]=[CH:38][C:33]([O:23][C:20]2[CH:21]=[CH:22][C:17]([C:16]3[C:11]([NH2:10])=[N:12][CH:13]=[CH:14][CH:15]=3)=[CH:18][CH:19]=2)=[CH:34][C:35]=1[CH3:40], predict the reactants needed to synthesize it. The reactants are: N1C=CC=CC=1C(O)=O.[NH2:10][C:11]1[C:16]([C:17]2[CH:22]=[CH:21][C:20]([OH:23])=[CH:19][CH:18]=2)=[CH:15][CH:14]=[CH:13][N:12]=1.P([O-])([O-])([O-])=O.[K+].[K+].[K+].Br[C:33]1[CH:38]=[CH:37][C:36]([F:39])=[C:35]([CH3:40])[CH:34]=1. (6) Given the product [NH2:29][CH2:28][CH2:27][O:26][CH2:25][CH2:24][O:23][CH2:22][CH2:21][NH:20][S:19]([C:16]1[CH:15]=[CH:14][C:13]([O:12][C@H:6]2[C:7]3[C:3](=[C:2]([Cl:1])[CH:10]=[C:9]([Cl:11])[CH:8]=3)[CH2:4][C@@H:5]2[N:38]2[CH2:43][CH2:42][CH2:41][C@@H:40]([NH:44][C:45](=[O:51])[O:46][C:47]([CH3:50])([CH3:48])[CH3:49])[CH2:39]2)=[CH:18][CH:17]=1)(=[O:37])=[O:36], predict the reactants needed to synthesize it. The reactants are: [Cl:1][C:2]1[CH:10]=[C:9]([Cl:11])[CH:8]=[C:7]2[C:3]=1[CH2:4][C@H:5]([N:38]1[CH2:43][CH2:42][CH2:41][C@@H:40]([NH:44][C:45](=[O:51])[O:46][C:47]([CH3:50])([CH3:49])[CH3:48])[CH2:39]1)[C@H:6]2[O:12][C:13]1[CH:18]=[CH:17][C:16]([S:19](=[O:37])(=[O:36])[NH:20][CH2:21][CH2:22][O:23][CH2:24][CH2:25][O:26][CH2:27][CH2:28][NH:29]C(=O)C(F)(F)F)=[CH:15][CH:14]=1.[OH-].[Na+]. (7) Given the product [CH3:28][C:27]([CH3:30])([CH3:29])[CH:26]([C:31]1[CH:32]=[CH:33][C:34]([O:37][CH2:38][C:39]2[CH:44]=[CH:43][CH:42]=[CH:41][N:40]=2)=[CH:35][CH:36]=1)[C:23]1[CH:22]=[CH:21][C:20]([C:17]2[N:18]=[N:19][N:15]([CH2:14][CH:11]3[CH2:12][CH2:13][NH:8][CH2:9][CH2:10]3)[N:16]=2)=[CH:25][CH:24]=1, predict the reactants needed to synthesize it. The reactants are: C(OC([N:8]1[CH2:13][CH2:12][CH:11]([CH2:14][N:15]2[N:19]=[N:18][C:17]([C:20]3[CH:25]=[CH:24][C:23]([CH:26]([C:31]4[CH:36]=[CH:35][C:34]([O:37][CH2:38][C:39]5[CH:44]=[CH:43][CH:42]=[CH:41][N:40]=5)=[CH:33][CH:32]=4)[C:27]([CH3:30])([CH3:29])[CH3:28])=[CH:22][CH:21]=3)=[N:16]2)[CH2:10][CH2:9]1)=O)(C)(C)C. (8) Given the product [CH2:1]([C:3]1[N:7]([C:8]2[N:16]=[C:15]3[C:11]([N:12]=[C:13]([CH2:18][N:38]4[CH2:39][CH:36]([CH:33]5[CH2:34][CH2:35][O:30][CH2:31][CH2:32]5)[CH2:37]4)[N:14]3[CH3:17])=[C:10]([N:20]3[CH2:25][CH2:24][O:23][CH2:22][CH2:21]3)[N:9]=2)[C:6]2[CH:26]=[CH:27][CH:28]=[CH:29][C:5]=2[N:4]=1)[CH3:2], predict the reactants needed to synthesize it. The reactants are: [CH2:1]([C:3]1[N:7]([C:8]2[N:16]=[C:15]3[C:11]([N:12]=[C:13]([CH:18]=O)[N:14]3[CH3:17])=[C:10]([N:20]3[CH2:25][CH2:24][O:23][CH2:22][CH2:21]3)[N:9]=2)[C:6]2[CH:26]=[CH:27][CH:28]=[CH:29][C:5]=2[N:4]=1)[CH3:2].[O:30]1[CH2:35][CH2:34][CH:33]([CH:36]2[CH2:39][NH:38][CH2:37]2)[CH2:32][CH2:31]1.COC(OC)OC.C(O)(=O)C.C(O[BH-](OC(=O)C)OC(=O)C)(=O)C.[Na+].